Dataset: Forward reaction prediction with 1.9M reactions from USPTO patents (1976-2016). Task: Predict the product of the given reaction. Given the reactants [C:1](N1C=CN=C1)(N1C=CN=C1)=[O:2].[CH3:13][C:14]1[CH:19]=[C:18]([C:20]2[CH:25]=[CH:24][C:23]([NH2:26])=[CH:22][CH:21]=2)[CH:17]=[CH:16][N:15]=1.[S:27]1[CH:31]=[CH:30][C:29]([C:32]([NH2:35])([CH3:34])[CH3:33])=[CH:28]1.C(N(CC)CC)C, predict the reaction product. The product is: [CH3:13][C:14]1[CH:19]=[C:18]([C:20]2[CH:25]=[CH:24][C:23]([NH:26][C:1]([NH:35][C:32]([C:29]3[CH:30]=[CH:31][S:27][CH:28]=3)([CH3:34])[CH3:33])=[O:2])=[CH:22][CH:21]=2)[CH:17]=[CH:16][N:15]=1.